Dataset: Forward reaction prediction with 1.9M reactions from USPTO patents (1976-2016). Task: Predict the product of the given reaction. Given the reactants Cl.[CH2:2]([NH:9][OH:10])[C:3]1[CH:8]=[CH:7][CH:6]=[CH:5][CH:4]=1.[CH:11]([C:13]1[CH:22]=[CH:21][CH:20]=[CH:19][C:14]=1[C:15]([O:17][CH3:18])=[O:16])=O, predict the reaction product. The product is: [CH2:2]([N+:9]([O-:10])=[CH:11][C:13]1[CH:22]=[CH:21][CH:20]=[CH:19][C:14]=1[C:15]([O:17][CH3:18])=[O:16])[C:3]1[CH:8]=[CH:7][CH:6]=[CH:5][CH:4]=1.